Task: Predict the product of the given reaction.. Dataset: Forward reaction prediction with 1.9M reactions from USPTO patents (1976-2016) (1) Given the reactants Cl[C:2]1[CH:3]=[C:4]([NH:10][C:11]2[CH:16]=[CH:15][C:14]([CH2:17][N:18]([CH2:20][CH2:21][O:22][CH3:23])[CH3:19])=[CH:13][N:12]=2)[C:5](=[O:9])[N:6]([CH3:8])[N:7]=1.ClC1C=C(NC2C=CC(CN3CCN(C)CC3)=CN=2)C(=O)N(C)N=1.C([O:51][CH2:52][C:53]1[C:58]([N:59]2[N:68]=[CH:67][C:66]3[C:61](=[C:62]([F:73])[CH:63]=[C:64]([C:69]([CH3:72])([CH3:71])[CH3:70])[CH:65]=3)[C:60]2=[O:74])=[CH:57][CH:56]=[CH:55][C:54]=1[B-](F)(F)F)(=O)C.[K+], predict the reaction product. The product is: [C:69]([C:64]1[CH:65]=[C:66]2[C:61](=[C:62]([F:73])[CH:63]=1)[C:60](=[O:74])[N:59]([C:58]1[CH:57]=[CH:56][CH:55]=[C:54]([C:2]3[CH:3]=[C:4]([NH:10][C:11]4[CH:16]=[CH:15][C:14]([CH2:17][N:18]([CH2:20][CH2:21][O:22][CH3:23])[CH3:19])=[CH:13][N:12]=4)[C:5](=[O:9])[N:6]([CH3:8])[N:7]=3)[C:53]=1[CH2:52][OH:51])[N:68]=[CH:67]2)([CH3:72])([CH3:70])[CH3:71]. (2) Given the reactants [C:1]([C:3]1[CH:8]=[CH:7][C:6]([S:9]([NH:12][C:13]2[CH:14]=[CH:15][CH:16]=[C:17]3[C:22]=2[N:21]=[CH:20][CH:19]=[CH:18]3)(=[O:11])=[O:10])=[C:5]([N+:23]([O-])=O)[CH:4]=1)#[N:2].Cl[Sn]Cl, predict the reaction product. The product is: [NH2:23][C:5]1[CH:4]=[C:3]([C:1]#[N:2])[CH:8]=[CH:7][C:6]=1[S:9]([NH:12][C:13]1[CH:14]=[CH:15][CH:16]=[C:17]2[C:22]=1[N:21]=[CH:20][CH:19]=[CH:18]2)(=[O:11])=[O:10]. (3) Given the reactants [N:1]1[CH:6]=[CH:5][C:4]([C:7]2[C:16]3[C:11](=[CH:12][CH:13]=[C:14]([C:17]4[CH:18]=[C:19]([NH2:23])[CH:20]=[N:21][CH:22]=4)[CH:15]=3)[N:10]=[CH:9][CH:8]=2)=[CH:3][CH:2]=1.[F:24][C:25]1[CH:30]=[C:29]([F:31])[CH:28]=[CH:27][C:26]=1[S:32](Cl)(=[O:34])=[O:33], predict the reaction product. The product is: [F:24][C:25]1[CH:30]=[C:29]([F:31])[CH:28]=[CH:27][C:26]=1[S:32]([NH:23][C:19]1[CH:20]=[N:21][CH:22]=[C:17]([C:14]2[CH:15]=[C:16]3[C:11](=[CH:12][CH:13]=2)[N:10]=[CH:9][CH:8]=[C:7]3[C:4]2[CH:3]=[CH:2][N:1]=[CH:6][CH:5]=2)[CH:18]=1)(=[O:34])=[O:33]. (4) Given the reactants [C:1]1([C:8]([OH:10])=O)([C:5]([OH:7])=[O:6])[CH2:4][CH2:3][CH2:2]1.C(N(CC)CC)C.S(Cl)(Cl)=O.[F:22][C:23]1[CH:29]=[CH:28][C:26]([NH2:27])=[CH:25][CH:24]=1, predict the reaction product. The product is: [F:22][C:23]1[CH:29]=[CH:28][C:26]([NH:27][C:8]([C:1]2([C:5]([OH:7])=[O:6])[CH2:2][CH2:3][CH2:4]2)=[O:10])=[CH:25][CH:24]=1. (5) Given the reactants [CH3:1][O:2][C:3]([C:5]1[C:6]2[CH:7]=[N:8][NH:9][C:10]=2[CH:11]=[CH:12][CH:13]=1)=[O:4].C(=O)([O-])[O-].[K+].[K+].[F:20][C:21]1[CH:26]=[CH:25][C:24](I)=[CH:23][CH:22]=1.CN[C@@H]1CCCC[C@H]1NC, predict the reaction product. The product is: [CH3:1][O:2][C:3]([C:5]1[C:6]2[CH:7]=[N:8][N:9]([C:24]3[CH:25]=[CH:26][C:21]([F:20])=[CH:22][CH:23]=3)[C:10]=2[CH:11]=[CH:12][CH:13]=1)=[O:4]. (6) Given the reactants [C:1]12([CH:11](I)[C:12]([OH:14])=[O:13])[CH2:10][CH:5]3[CH2:6][CH:7]([CH2:9][CH:3]([CH2:4]3)[CH2:2]1)[CH2:8]2.[CH3:16][NH2:17], predict the reaction product. The product is: [C:1]12([CH:11]([NH:17][CH3:16])[C:12]([OH:14])=[O:13])[CH2:10][CH:5]3[CH2:6][CH:7]([CH2:9][CH:3]([CH2:4]3)[CH2:2]1)[CH2:8]2.